Dataset: Full USPTO retrosynthesis dataset with 1.9M reactions from patents (1976-2016). Task: Predict the reactants needed to synthesize the given product. (1) Given the product [NH3:5].[C:3]([O:2][CH2:1][CH3:29])(=[O:28])[CH3:4].[CH3:1][O:2][C:3](=[O:28])[C@H:4]([CH2:24][CH2:25][S:26][CH3:27])[NH:5][C:6](=[O:23])[C:7]1[CH:12]=[CH:11][C:10]([CH2:13][NH2:14])=[CH:9][C:8]=1[C:17]1[CH:22]=[CH:21][CH:20]=[CH:19][CH:18]=1, predict the reactants needed to synthesize it. The reactants are: [CH3:1][O:2][C:3](=[O:28])[C@H:4]([CH2:24][CH2:25][S:26][CH3:27])[NH:5][C:6](=[O:23])[C:7]1[CH:12]=[CH:11][C:10]([CH2:13][N:14]=[N+]=[N-])=[CH:9][C:8]=1[C:17]1[CH:22]=[CH:21][CH:20]=[CH:19][CH:18]=1.[C:29]1(P(C2C=CC=CC=2)C2C=CC=CC=2)C=CC=CC=1.O. (2) The reactants are: [OH:1][C:2]1[CH:7]=[CH:6][C:5]([CH2:8][NH:9][C:10](=[O:18])[C:11]2[CH:16]=[CH:15][CH:14]=[N:13][C:12]=2[NH2:17])=[CH:4][CH:3]=1.Cl[CH2:20][CH2:21][CH2:22][C:23]#[CH:24].C(=O)([O-])[O-].[Cs+].[Cs+].CN(C=O)C. Given the product [CH2:24]([O:1][C:2]1[CH:3]=[CH:4][C:5]([CH2:8][NH:9][C:10](=[O:18])[C:11]2[CH:16]=[CH:15][CH:14]=[N:13][C:12]=2[NH2:17])=[CH:6][CH:7]=1)[CH2:23][CH2:22][C:21]#[CH:20], predict the reactants needed to synthesize it. (3) Given the product [Cl:1][C:2]1[CH:10]=[CH:9][C:8]2[N:7](/[CH:33]=[C:34](\[C:36]3[CH:41]=[C:40]([F:42])[C:39]([F:43])=[CH:38][C:37]=3[Cl:44])/[CH3:35])[C:6]3[CH2:11][CH2:12][N:13]([CH3:15])[CH2:14][C:5]=3[C:4]=2[CH:3]=1, predict the reactants needed to synthesize it. The reactants are: [Cl:1][C:2]1[CH:10]=[CH:9][C:8]2[NH:7][CH:6]3[CH2:11][CH2:12][N:13]([CH3:15])[CH2:14][CH:5]3[C:4]=2[CH:3]=1.N1CCC[C@H]1C(O)=O.P([O-])([O-])([O-])=O.[K+].[K+].[K+].Br[CH:33]=[C:34]([C:36]1[CH:41]=[C:40]([F:42])[C:39]([F:43])=[CH:38][C:37]=1[Cl:44])[CH3:35]. (4) The reactants are: N1C(C)=CC(C)=CC=1C.N1C(Cl)=NC(Cl)=NC=1Cl.[CH2:19]([C:31]1[CH:32]=[C:33]([C:37]2[O:41][N:40]=[C:39]([C:42]3([C:45]([NH2:47])=O)[CH2:44][CH2:43]3)[N:38]=2)[CH:34]=[CH:35][CH:36]=1)[CH2:20][CH2:21][CH2:22][CH2:23][CH2:24][CH2:25][CH2:26][CH2:27][CH2:28][CH2:29][CH3:30]. Given the product [CH2:19]([C:31]1[CH:32]=[C:33]([C:37]2[O:41][N:40]=[C:39]([C:42]3([C:45]#[N:47])[CH2:44][CH2:43]3)[N:38]=2)[CH:34]=[CH:35][CH:36]=1)[CH2:20][CH2:21][CH2:22][CH2:23][CH2:24][CH2:25][CH2:26][CH2:27][CH2:28][CH2:29][CH3:30], predict the reactants needed to synthesize it. (5) Given the product [CH2:1]([N:8]1[C:12]([C:13]([O:15][CH3:16])=[O:14])=[C:11]([CH3:30])[C:10]([O:18][CH2:19][C@@H:20]([NH:22][C:23]([O:25][C:26]([CH3:29])([CH3:28])[CH3:27])=[O:24])[CH3:21])=[N:9]1)[C:2]1[CH:7]=[CH:6][CH:5]=[CH:4][CH:3]=1, predict the reactants needed to synthesize it. The reactants are: [CH2:1]([N:8]1[C:12]([C:13]([O:15][CH3:16])=[O:14])=[C:11](Br)[C:10]([O:18][CH2:19][C@@H:20]([NH:22][C:23]([O:25][C:26]([CH3:29])([CH3:28])[CH3:27])=[O:24])[CH3:21])=[N:9]1)[C:2]1[CH:7]=[CH:6][CH:5]=[CH:4][CH:3]=1.[CH3:30]B1OB(C)OB(C)O1.C(=O)([O-])[O-].[K+].[K+].CN(C=O)C.